Predict the product of the given reaction. From a dataset of Forward reaction prediction with 1.9M reactions from USPTO patents (1976-2016). Given the reactants [OH:1][C:2]1[CH:7]=[CH:6][CH:5]=[CH:4][C:3]=1[CH2:8][C:9]([OH:11])=O.[NH2:12][CH:13]([CH2:21][CH3:22])[C:14]([O:16][CH2:17][CH:18]([CH3:20])[CH3:19])=[O:15], predict the reaction product. The product is: [CH2:17]([O:16][C:14](=[O:15])[CH:13]([NH:12][C:9](=[O:11])[CH2:8][C:3]1[CH:4]=[CH:5][CH:6]=[CH:7][C:2]=1[OH:1])[CH2:21][CH3:22])[CH:18]([CH3:19])[CH3:20].